This data is from Forward reaction prediction with 1.9M reactions from USPTO patents (1976-2016). The task is: Predict the product of the given reaction. (1) Given the reactants [C:1]([O:5][C:6]([N:8]1[CH:13]([C:14](=O)[NH:15][CH2:16][C:17]([C:19]2[CH:24]=[CH:23][C:22]([Br:25])=[CH:21][CH:20]=2)=O)[CH:12]2[CH2:27][CH:9]1[CH2:10][CH2:11]2)=[O:7])([CH3:4])([CH3:3])[CH3:2].C(O)(=O)C.C([O-])(=O)C.[NH4+:36], predict the reaction product. The product is: [C:1]([O:5][C:6]([N:8]1[CH:13]([C:14]2[NH:36][C:17]([C:19]3[CH:24]=[CH:23][C:22]([Br:25])=[CH:21][CH:20]=3)=[CH:16][N:15]=2)[CH:12]2[CH2:27][CH:9]1[CH2:10][CH2:11]2)=[O:7])([CH3:4])([CH3:3])[CH3:2]. (2) Given the reactants [Cl:1][C:2]1[C:7]([Cl:8])=[CH:6][CH:5]=[CH:4][C:3]=1[CH:9]1[CH2:14][CH2:13][NH:12][CH2:11][CH2:10]1.C(=O)([O-])[O-].[K+].[K+].I[CH2:22][CH3:23], predict the reaction product. The product is: [Cl:1][C:2]1[C:7]([Cl:8])=[CH:6][CH:5]=[CH:4][C:3]=1[CH:9]1[CH2:14][CH2:13][N:12]([CH2:22][CH3:23])[CH2:11][CH2:10]1. (3) Given the reactants Cl.[NH:2]1[CH2:7][CH2:6][CH:5]([C:8]2[CH:14]=[CH:13][C:11]([NH2:12])=[CH:10][CH:9]=2)[CH2:4][CH2:3]1.Br[CH2:16][C:17]1[CH:22]=[CH:21][C:20]([C:23]([OH:32])([C:28]([F:31])([F:30])[F:29])[C:24]([F:27])([F:26])[F:25])=[CH:19][CH:18]=1.C(=O)([O-])[O-].[K+].[K+], predict the reaction product. The product is: [NH2:12][C:11]1[CH:13]=[CH:14][C:8]([CH:5]2[CH2:6][CH2:7][N:2]([CH2:16][C:17]3[CH:18]=[CH:19][C:20]([C:23]([OH:32])([C:24]([F:25])([F:26])[F:27])[C:28]([F:29])([F:30])[F:31])=[CH:21][CH:22]=3)[CH2:3][CH2:4]2)=[CH:9][CH:10]=1. (4) Given the reactants [OH:1][C:2]1[CH:3]=[C:4]([CH:30]=[CH:31][CH:32]=1)[CH2:5][N:6]1[C:15]2[C:10](=[CH:11][C:12]([O:16][CH2:17][C:18]#[CH:19])=[CH:13][CH:14]=2)[C:9]([C:20]2[CH:25]=[CH:24][C:23]([CH:26]([CH3:28])[CH3:27])=[CH:22][CH:21]=2)=[N:8][C:7]1=[O:29].C(=O)([O-])[O-].[K+].[K+].Br[CH2:40][CH2:41][O:42][CH:43]1[CH2:48][CH2:47][CH2:46][CH2:45][O:44]1, predict the reaction product. The product is: [CH:26]([C:23]1[CH:24]=[CH:25][C:20]([C:9]2[C:10]3[C:15](=[CH:14][CH:13]=[C:12]([O:16][CH2:17][C:18]#[CH:19])[CH:11]=3)[N:6]([CH2:5][C:4]3[CH:30]=[CH:31][CH:32]=[C:2]([O:1][CH2:40][CH2:41][O:42][CH:43]4[CH2:48][CH2:47][CH2:46][CH2:45][O:44]4)[CH:3]=3)[C:7](=[O:29])[N:8]=2)=[CH:21][CH:22]=1)([CH3:27])[CH3:28]. (5) Given the reactants [C:1]([CH2:4][C:5]1[CH:13]=[CH:12][CH:11]=[C:10]([F:14])[C:6]=1[C:7]([OH:9])=[O:8])([OH:3])=O.[C:15](OC(=O)C)(=O)C.N1C=CC=CC=1.[OH-].[Na+].Cl, predict the reaction product. The product is: [F:14][C:10]1[CH:11]=[CH:12][CH:13]=[C:5]([CH2:4][C:1](=[O:3])[CH3:15])[C:6]=1[C:7]([OH:9])=[O:8]. (6) The product is: [CH:30]1[C:29]2[C:28]3([N:35]=[C:34]([NH2:3])[CH2:33][O:32][CH2:31]3)[C:27]3[C:22](=[CH:23][CH:24]=[CH:25][CH:26]=3)[O:21][C:20]=2[CH:19]=[CH:18][CH:17]=1. Given the reactants FC1C(B(O)O)=CC=C[N:3]=1.FC(F)(F)S(O[C:17]1[CH:30]=[C:29]2[C:20]([O:21][C:22]3[CH:23]=[CH:24][CH:25]=[CH:26][C:27]=3[C:28]32[N:35]=[CH:34][CH2:33][O:32][CH2:31]3)=[CH:19][CH:18]=1)(=O)=O.C(=O)([O-])[O-].[Na+].[Na+].C(O)(C(F)(F)F)=O, predict the reaction product. (7) The product is: [Br:4][C:5]1[CH:6]=[C:7]([CH:11]([OH:12])[CH3:1])[CH:8]=[N:9][CH:10]=1. Given the reactants [CH3:1][Mg]Br.[Br:4][C:5]1[CH:6]=[C:7]([CH:11]=[O:12])[CH:8]=[N:9][CH:10]=1, predict the reaction product. (8) The product is: [NH2:1][C:2]1[C:11]2[C:6](=[CH:7][C:8]([N:21]3[C:22]4[CH2:23][C:15]([CH3:29])([CH3:14])[CH2:16][C:17](=[O:28])[C:18]=4[C:19]([C:24]([F:25])([F:27])[F:26])=[N:20]3)=[CH:9][CH:10]=2)[C:5]([Br:13])=[CH:4][N:3]=1. Given the reactants [NH2:1][C:2]1[C:11]2[C:6](=[CH:7][C:8](F)=[CH:9][CH:10]=2)[C:5]([Br:13])=[CH:4][N:3]=1.[CH3:14][C:15]1([CH3:29])[CH2:23][C:22]2[NH:21][N:20]=[C:19]([C:24]([F:27])([F:26])[F:25])[C:18]=2[C:17](=[O:28])[CH2:16]1.[H-].[Na+].[NH4+].[Cl-], predict the reaction product. (9) Given the reactants F[C:2](F)(F)[C:3](O)=O.[CH3:8][O:9][C:10]([C:12]1[CH:13]=[C:14]([CH3:41])[C:15]2[O:21][C:20]3[C:22]([Cl:37])=[CH:23][C:24]([NH:26][CH2:27][CH2:28][NH:29][CH2:30][C:31]4[CH:36]=[CH:35][CH:34]=[CH:33][CH:32]=4)=[CH:25][C:19]=3[CH2:18][S:17](=[O:39])(=[O:38])[C:16]=2[CH:40]=1)=[O:11].[CH:42](=O)[CH3:43].C([BH3-])#N.[Na+].C(=O)(O)[O-].[Na+], predict the reaction product. The product is: [CH3:8][O:9][C:10]([C:12]1[CH:13]=[C:14]([CH3:41])[C:15]2[O:21][C:20]3[C:22]([Cl:37])=[CH:23][C:24]([N:26]([CH2:27][CH2:28][N:29]([CH2:30][C:31]4[CH:32]=[CH:33][CH:34]=[CH:35][CH:36]=4)[CH2:2][CH3:3])[CH2:42][CH3:43])=[CH:25][C:19]=3[CH2:18][S:17](=[O:39])(=[O:38])[C:16]=2[CH:40]=1)=[O:11]. (10) Given the reactants [F:1][C:2]([F:10])([F:9])[CH2:3][CH2:4][S:5](Cl)(=[O:7])=[O:6].[Cl:11][C:12]1[CH:17]=[CH:16][CH:15]=[CH:14][C:13]=1[N:18]1[C:22]([C:23]2[CH:28]=[CH:27][C:26]([OH:29])=[CH:25][CH:24]=2)=[C:21]([CH3:30])[C:20]([C:31]([O:33][CH2:34][C:35]([Cl:38])([Cl:37])[Cl:36])=[O:32])=[N:19]1.O, predict the reaction product. The product is: [Cl:11][C:12]1[CH:17]=[CH:16][CH:15]=[CH:14][C:13]=1[N:18]1[C:22]([C:23]2[CH:24]=[CH:25][C:26]([O:29][S:5]([CH2:4][CH2:3][C:2]([F:10])([F:9])[F:1])(=[O:7])=[O:6])=[CH:27][CH:28]=2)=[C:21]([CH3:30])[C:20]([C:31]([O:33][CH2:34][C:35]([Cl:38])([Cl:36])[Cl:37])=[O:32])=[N:19]1.